This data is from Peptide-MHC class II binding affinity with 134,281 pairs from IEDB. The task is: Regression. Given a peptide amino acid sequence and an MHC pseudo amino acid sequence, predict their binding affinity value. This is MHC class II binding data. (1) The peptide sequence is THGIRPVVSTQLLLY. The MHC is DRB1_0301 with pseudo-sequence DRB1_0301. The binding affinity (normalized) is 0.413. (2) The peptide sequence is VRNGKKLIPSWASVK. The MHC is HLA-DQA10201-DQB10303 with pseudo-sequence HLA-DQA10201-DQB10303. The binding affinity (normalized) is 0.365. (3) The peptide sequence is AFKKAATAANAAPAN. The MHC is HLA-DPA10103-DPB10301 with pseudo-sequence HLA-DPA10103-DPB10301. The binding affinity (normalized) is 0.580. (4) The peptide sequence is VNPDDFEKKWKADMS. The MHC is DRB1_0101 with pseudo-sequence DRB1_0101. The binding affinity (normalized) is 0.175. (5) The MHC is DRB5_0101 with pseudo-sequence DRB5_0101. The peptide sequence is KKLTIAYLVGSNMTQRV. The binding affinity (normalized) is 0.898. (6) The peptide sequence is TVAAAPQVKYAVFEA. The MHC is DRB1_1001 with pseudo-sequence DRB1_1001. The binding affinity (normalized) is 0.465.